From a dataset of Reaction yield outcomes from USPTO patents with 853,638 reactions. Predict the reaction yield, written as a fraction of the theoretical maximum amount of product (1.0 means a 100% yield; for example, 0.34 means a 34% yield). The yield is 0.400. The catalyst is CC(O)=O.CC(P(C(C)(C)C)C1C(C2[C-]=CC=CC=2)=CC=CC=1)(C)C.[Pd]. The product is [ClH:24].[CH2:25]([C:15]1[C:14]([OH:27])=[C:10]([C:11]([OH:13])=[O:12])[C:9](=[O:8])[NH:17][C:16]=1[C:18]1[CH:19]=[CH:20][C:21]([N:48]2[CH2:47][C@@H:44]3[C@@H:43]([NH:42][CH2:46][CH2:45]3)[CH2:49]2)=[CH:22][CH:23]=1)[CH3:26]. The reactants are C([O:8][C:9]1[N:17]=[C:16]([C:18]2[CH:23]=[CH:22][C:21]([Cl:24])=[CH:20][CH:19]=2)[C:15]([CH2:25][CH3:26])=[C:14]([O:27]CC2C=CC=CC=2)[C:10]=1[C:11]([OH:13])=[O:12])C1C=CC=CC=1.C([N:42]1[CH2:46][CH2:45][C@@H:44]2[CH2:47][NH:48][CH2:49][C@H:43]12)C1C=CC=CC=1.CC([O-])(C)C.[Na+].